This data is from Experimentally validated miRNA-target interactions with 360,000+ pairs, plus equal number of negative samples. The task is: Binary Classification. Given a miRNA mature sequence and a target amino acid sequence, predict their likelihood of interaction. (1) The miRNA is hsa-miR-578 with sequence CUUCUUGUGCUCUAGGAUUGU. The protein sequence of the target gene is MAAADTCGAGTLSSRSVASEAGQGGTSSFQRKGKASGGPGGGPRLLSIAGTRPSVRNGQLLVSTGLPALDQLLGGGLAVGTLLLIEEDKYNIYSPLLFKYFMAEGIINGHTLLVASAKENPAKILQELPAPLLDDNSKKELEDVHSAKTPEPNVNMKIAWRYQLQPKMEVGPVSSSRFGHYYDLSKRIPWELLQSSKWHGFFLPEHISPDLKGESCFLSCGYMRLLEFIQKSVYAEGFDGANPQKKQKNILRIGIQNLGSPLWGDDICCKENCDNNHRLTKFLYILRGLLRSSLSACIIT.... Result: 0 (no interaction). (2) The miRNA is hsa-miR-1324 with sequence CCAGACAGAAUUCUAUGCACUUUC. The protein sequence of the target gene is MRRFLLLYATQRGQAKAIAEEISEQAVSHGFSADLHCISESEKYDLKTETGPLVMVVSTTGTGDPPDTARKFVKEIHNKTLPTDYFAHLRYGLLGLGDSEYTYFCNGGKVIDKRLQELGAQRFYDTGHADDCVGLELVVEPWIDGLWAALTKHFKSLGGQENMSDTLSRASDAPLSTAMKPELLHIQSQVELLRLEDVGERDSELREQNETNRGQQGRIEDFDSSLVHSVPPLSQSSLSIPAVPPEYLEVHLQESLGQEENQASVPSGDPSFQVPISKAIRLTTNDAVKSTLLLELDISK.... Result: 0 (no interaction). (3) The miRNA is mmu-miR-140-3p with sequence UACCACAGGGUAGAACCACGG. The protein sequence of the target gene is SVYRTRSLGVAAEGLPDQYADGEAARVWQLYIGDTRSRTAEYKAWLLGLLRQHGCQRVLDVACGTGVDSIMLVEEGFSVTSVDASDKMLKYALKERWNRRHEPAFDKWVIEEANWMTLDKDVPKSPMGGFDAVICQGNSFAHLPDCRGDQSEHRLALKNITSMVRSGGLLVIDHRNYDHILSTGCAPPGKNIYYKSDLIKDITTSVLTVNNKAHMVTLDYTVQVPGTGHRGSPGLSKFRLSYYPHCLASFTELLQTAFGGNGQHSVLGDFKPYKPGQAYIPCYFIHVLRKTD. Result: 0 (no interaction).